This data is from Reaction yield outcomes from USPTO patents with 853,638 reactions. The task is: Predict the reaction yield, written as a fraction of the theoretical maximum amount of product (1.0 means a 100% yield; for example, 0.34 means a 34% yield). (1) The reactants are [F:1][C:2]1[CH:10]=[C:9]2[C:5]([CH:6]=[N:7][NH:8]2)=[CH:4][CH:3]=1.[OH-].[K+].[I:13]I. The catalyst is CN(C=O)C. The product is [F:1][C:2]1[CH:10]=[C:9]2[C:5]([C:6]([I:13])=[N:7][NH:8]2)=[CH:4][CH:3]=1. The yield is 0.810. (2) The reactants are O.Cl.[C:3]([C:7]1[CH:8]=[C:9]([C:18]2[O:19][CH:20]=[C:21]([CH2:23][CH2:24]OC3C=CC(CNCC)=CC=3)[N:22]=2)[CH:10]=[C:11]([C:14]([CH3:17])([CH3:16])[CH3:15])[C:12]=1[OH:13])([CH3:6])([CH3:5])[CH3:4].[C:14]([C:11]1[CH:10]=[C:9]([C:18]2[O:19][CH:20]=[C:21]([CH2:23][CH2:24]OC3C=CC(CNCC)=CC=3)[N:22]=2)[CH:8]=[C:7]([C:3]([CH3:4])([CH3:5])[CH3:6])[C:12]=1[OH:13])([CH3:15])([CH3:16])[CH3:17].Cl.[CH:70]([C:72]1[CH:73]=[C:74]([CH:77]=[CH:78][C:79]=1[OH:80])[CH:75]=[O:76])=[O:71].C1(P(C2C=CC=CC=2)C2C=CC=CC=2)C=CC=CC=1.N(C(OCC)=O)=NC(OCC)=O. The catalyst is O1CCCC1. The product is [C:14]([C:11]1[CH:10]=[C:9]([C:18]2[O:19][CH:20]=[C:21]([CH2:23][CH2:24][O:80][C:79]3[CH:78]=[CH:77][C:74]([CH:75]=[O:76])=[CH:73][C:72]=3[CH:70]=[O:71])[N:22]=2)[CH:8]=[C:7]([C:3]([CH3:4])([CH3:5])[CH3:6])[C:12]=1[OH:13])([CH3:15])([CH3:16])[CH3:17]. The yield is 0.490.